From a dataset of Retrosynthesis with 50K atom-mapped reactions and 10 reaction types from USPTO. Predict the reactants needed to synthesize the given product. (1) Given the product COc1ccc2c(c1)CCn1c-2cc(OCc2ccc(Oc3cccc(C(F)(F)F)c3)c(OC)c2)nc1=O, predict the reactants needed to synthesize it. The reactants are: COc1cc(CO)ccc1Oc1cccc(C(F)(F)F)c1.COc1ccc2c(c1)CCn1c-2cc(Cl)nc1=O. (2) The reactants are: NCCCCN.O=P(O)(O)CCl. Given the product NCCCCNCP(=O)(O)O, predict the reactants needed to synthesize it. (3) Given the product CC(C)(C)OC(=O)N[C@@H](Cc1cccs1)C(=O)N[C@H](/C=C/C(=O)O)CCc1ccccc1, predict the reactants needed to synthesize it. The reactants are: COC(=O)/C=C/[C@H](CCc1ccccc1)NC(=O)[C@H](Cc1cccs1)NC(=O)OC(C)(C)C. (4) Given the product CCS(=O)(=O)N1CCC(Nc2n[nH]c3c2nc(-c2c(F)cccc2F)c2cc(C=NO)ccc23)CC1, predict the reactants needed to synthesize it. The reactants are: CCS(=O)(=O)N1CCC(Nc2n[nH]c3c2nc(-c2c(F)cccc2F)c2cc(C=O)ccc23)CC1.NO.